This data is from Forward reaction prediction with 1.9M reactions from USPTO patents (1976-2016). The task is: Predict the product of the given reaction. (1) Given the reactants C(OC([N:8]1[CH2:12][CH2:11][CH2:10][C:9]1([CH2:31][CH2:32][CH2:33][CH3:34])[C:13](=[O:30])[C:14]1[CH:19]=[CH:18][C:17]([N:20]([Si](C)(C)C)[Si](C)(C)C)=[C:16]([Cl:29])[CH:15]=1)=O)(C)(C)C, predict the reaction product. The product is: [NH2:20][C:17]1[CH:18]=[CH:19][C:14]([C:13]([C:9]2([CH2:31][CH2:32][CH2:33][CH3:34])[CH2:10][CH2:11][CH2:12][NH:8]2)=[O:30])=[CH:15][C:16]=1[Cl:29]. (2) Given the reactants CC12CCC(OC(=O)NCCCCCC([N:29]3[CH2:33][CH:32]([OH:34])[CH2:31][CH:30]3[CH:35](C3C=CC=CC=3)[O:36]C(C3C=CC(OC)=CC=3)C3C=CC(OC)=CC=3)=O)CC1=CCC1C2CCC2(C)C1CCC2CCCCCCCC.[P:70]([O:100]C[C@@H]1CC(O)CN1)([O:72][C@H:73]1[CH2:97][CH2:96][C@@:95]2([CH3:98])[C:75](=[CH:76][CH2:77][C@@H:78]3[C@@H:94]2[CH2:93][CH2:92][C@@:91]2([CH3:99])[C@H:79]3[CH2:80][CH2:81][C@@H:82]2[C@H:83]([CH3:90])[CH2:84][CH2:85][CH2:86][CH:87]([CH3:89])[CH3:88])[CH2:74]1)[NH2:71].C1(C)C=CC=CC=1.C(CCOP(N(C(C)C)C(C)C)N(C(C)C)C(C)C)#N.C(OCC)(=O)C, predict the reaction product. The product is: [OH:34][CH:32]1[CH2:33][NH:29][C@H:30]([CH2:35][OH:36])[CH2:31]1.[CH3:89][CH:87]([CH2:86][CH2:85][CH2:84][C@H:83]([C@@H:82]1[C@:91]2([CH3:99])[C@H:79]([C@H:78]3[C@H:94]([CH2:93][CH2:92]2)[C@:95]2([CH3:98])[C:75]([CH2:74][C@H:73]([CH2:97][CH2:96]2)[OH:72])=[CH:76][CH2:77]3)[CH2:80][CH2:81]1)[CH3:90])[CH3:88].[P:70]([NH2:71])([O-:100])[O-:72]. (3) Given the reactants COC1C=C(C=CC=1OC)C[NH:7][C:8]1[N:13]2[N:14]=[C:15]([C:17]3[O:18][CH:19]=[CH:20][CH:21]=3)[N:16]=[C:12]2[CH:11]=[C:10]([C:22]2[CH:27]=[CH:26][C:25]([CH2:28][OH:29])=[CH:24][CH:23]=2)[N:9]=1.O.C(C1C(=O)C(Cl)=C(Cl)C(=O)C=1C#N)#N, predict the reaction product. The product is: [NH2:7][C:8]1[N:13]2[N:14]=[C:15]([C:17]3[O:18][CH:19]=[CH:20][CH:21]=3)[N:16]=[C:12]2[CH:11]=[C:10]([C:22]2[CH:27]=[CH:26][C:25]([CH2:28][OH:29])=[CH:24][CH:23]=2)[N:9]=1.